Dataset: Experimentally validated miRNA-target interactions with 360,000+ pairs, plus equal number of negative samples. Task: Binary Classification. Given a miRNA mature sequence and a target amino acid sequence, predict their likelihood of interaction. (1) The miRNA is hsa-miR-16-5p with sequence UAGCAGCACGUAAAUAUUGGCG. The protein sequence of the target gene is MATYSLANERLRALEDIEREIGAILQNAGTVILELSKEKTNERLLDRQAAAFTASVQHVEAELSAQIRYLTQVATGQPHEGSSYSSRKDCQMALKRVDYARLKLSDVARTCEQMLEN. Result: 1 (interaction). (2) The protein sequence of the target gene is MRYLPWLLLWAFLQVWGQSEAQQKNYTFRCLQMSSFANRSWSRTDSVVWLGDLQTHRWSNDSATISFTKPWSQGKLSNQQWEKLQHMFQVYRVSFTRDIQELVKMMSPKEDYPIEIQLSAGCEMYPGNASESFLHVAFQGKYVVRFWGTSWQTVPGAPSWLDLPIKVLNADQGTSATVQMLLNDTCPLFVRGLLEAGKSDLEKQEKPVAWLSSVPSSADGHRQLVCHVSGFYPKPVWVMWMRGDQEQQGTHRGDFLPNADETWYLQATLDVEAGEEAGLACRVKHSSLGGQDIILYWDAR.... The miRNA is mmu-miR-377-3p with sequence AUCACACAAAGGCAACUUUUGU. Result: 1 (interaction). (3) The miRNA is hsa-miR-8080 with sequence GAAGGACACUGGUGUCAACGGCU. The protein sequence of the target gene is MDNVQPKIKHRPFCFSVKGHVKMLRLALTVTSMTFFIIAQAPEPYIVITGFEVTVILFFILLYVLRLDRLMKWLFWPLLDIINSLVTTVFMLIVSVLALIPETTTLTVGGGVFALVTAVCCLADGALIYRKLLFNPSGPYQKKPVHEKKEVL. Result: 0 (no interaction). (4) The miRNA is hsa-miR-1180-3p with sequence UUUCCGGCUCGCGUGGGUGUGU. The protein sequence of the target gene is MHFSTVTRDMEAFTASSLSSLGAAGGFPGAASPGADPYGPREPPPPPPRYDPCAAAAPGAPGPPPPPHAYPFAPAAGAATSAAAEPEGPGASCAAAAKAPVKKNAKVAGVSVQLEMKALWDEFNQLGTEMIVTKAGRRMFPTFQVKLFGMDPMADYMLLMDFVPVDDKRYRYAFHSSSWLVAGKADPATPGRVHYHPDSPAKGAQWMKQIVSFDKLKLTNNLLDDNGHIILNSMHRYQPRFHVVYVDPRKDSEKYAEENFKTFVFEETRFTAVTAYQNHRITQLKIASNPFAKGFRDCDP.... Result: 1 (interaction). (5) The miRNA is hsa-miR-5090 with sequence CCGGGGCAGAUUGGUGUAGGGUG. The protein sequence of the target gene is MLGQVVTLILLLLLKVYQGKGCQGSADHVVSISGVPLQLQPNSIQTKVDSIAWKKLLPSQNGFHHILKWENGSLPSNTSNDRFSFIVKNLSLLIKAAQQQDSGLYCLEVTSISGKVQTATFQVFVFESLLPDKVEKPRLQGQGKILDRGRCQVALSCLVSRDGNVSYAWYRGSKLIQTAGNLTYLDEEVDINGTHTYTCNVSNPVSWESHTLNLTQDCQNAHQEFRFWPFLVIIVILSALFLGTLACFCVWRRKRKEKQSETSPKEFLTIYEDVKDLKTRRNHEQEQTFPGGGSTIYSMI.... Result: 0 (no interaction). (6) The miRNA is hsa-miR-186-3p with sequence GCCCAAAGGUGAAUUUUUUGGG. The protein sequence of the target gene is MDSFGQPRPEDNQSVVRRMQKKYWKTKQVFIKATGKKEDEHLVASDAELDAKLEVFHSVQETCTELLKIIEKYQLRLNVISEEENELGLFLKFQAERDATQAGKMMDATGKALCSSAKQRLALCTPLSRLKQEVATFSQRAVSDTLMTINRMEQARTEYRGALLWMKDVSQELDPDTLKQMEKFRKVQMQVRNSKASFDKLKMDVCQKVDLLGASRCNMLSHSLTTYQRTLLGFWKKTARMMSQIHEACIGFHPYDFVALKQLQDTPSKISEDNKDEQIGGFLTEQLNKLVLSDEEASFE.... Result: 1 (interaction). (7) The miRNA is mmu-miR-340-5p with sequence UUAUAAAGCAAUGAGACUGAUU. The protein sequence of the target gene is MGQQISDQTQLVINKLPEKVAKHVTLVRESGSLTYEEFLGRVAELNDVTAKVAAGQEKHLLFEVQPGSDSSAFWKVVVRVVCTKINKSSGIVEASRIMNLYQFIQLYKDITSQAAGVLAQSSTSEEPDENPSSVTSCQASLWMGRVKQLTDEEECCICMDGRADLILPCAHSFCQKCIDKWSDRHRNCPICRLQMTGANESWVVSDAPTEDDMANYILNMADEAGQPHRP. Result: 1 (interaction).